From a dataset of Catalyst prediction with 721,799 reactions and 888 catalyst types from USPTO. Predict which catalyst facilitates the given reaction. Reactant: F[C:2]1[C:7]([F:8])=[C:6]([O:9][CH2:10][CH:11]2[CH2:15][O:14][C:13]([CH3:17])([CH3:16])[O:12]2)[C:5]([F:18])=[C:4]([F:19])[N:3]=1.C([O-])([O-])=O.[Cs+].[Cs+].[OH:26][C:27]1[CH:28]=[C:29]([CH:32]=[CH:33][C:34]=1[O:35][CH2:36][C:37]1[CH:42]=[CH:41][CH:40]=[CH:39][CH:38]=1)[C:30]#[N:31]. Product: [F:8][C:7]1[C:2]([O:26][C:27]2[CH:28]=[C:29]([CH:32]=[CH:33][C:34]=2[O:35][CH2:36][C:37]2[CH:42]=[CH:41][CH:40]=[CH:39][CH:38]=2)[C:30]#[N:31])=[N:3][C:4]([F:19])=[C:5]([F:18])[C:6]=1[O:9][CH2:10][CH:11]1[CH2:15][O:14][C:13]([CH3:17])([CH3:16])[O:12]1. The catalyst class is: 23.